This data is from Reaction yield outcomes from USPTO patents with 853,638 reactions. The task is: Predict the reaction yield, written as a fraction of the theoretical maximum amount of product (1.0 means a 100% yield; for example, 0.34 means a 34% yield). (1) The reactants are Br[C:2]1[C:3]([NH:9][CH2:10][C:11]([O:13][CH2:14][CH3:15])=[O:12])=[N:4][CH:5]=[C:6]([Br:8])[N:7]=1.[CH:16]([NH2:19])([CH3:18])[CH3:17].C(N(CC)C(C)C)(C)C.CS(C)=O. The catalyst is O. The product is [Br:8][C:6]1[N:7]=[C:2]([NH:19][CH:16]([CH3:18])[CH3:17])[C:3]([NH:9][CH2:10][C:11]([O:13][CH2:14][CH3:15])=[O:12])=[N:4][CH:5]=1. The yield is 0.557. (2) The reactants are [CH:1]([C@@H:4]1[C:9]2=[CH:10][C:11]3[CH:12]=[CH:13][C:14]([S:17]([CH3:20])(=[O:19])=[O:18])=[CH:15][C:16]=3[N:8]2[CH2:7][CH2:6][N:5]1[C:21]1[N:26]=[C:25]([C:27]([F:30])([F:29])[F:28])[C:24]([C:31](=[O:33])[CH3:32])=[CH:23][N:22]=1)([CH3:3])[CH3:2].[CH3:34][Mg]Cl. The catalyst is C1COCC1. The product is [CH:1]([C@@H:4]1[C:9]2=[CH:10][C:11]3[CH:12]=[CH:13][C:14]([S:17]([CH3:20])(=[O:19])=[O:18])=[CH:15][C:16]=3[N:8]2[CH2:7][CH2:6][N:5]1[C:21]1[N:26]=[C:25]([C:27]([F:28])([F:29])[F:30])[C:24]([C:31]([OH:33])([CH3:34])[CH3:32])=[CH:23][N:22]=1)([CH3:3])[CH3:2]. The yield is 0.247. (3) The reactants are [CH3:1][C:2]1[CH:7]=[CH:6][C:5]([S:8]([N:11]([C@H:16]([C:40]([OH:42])=[O:41])[CH2:17][CH2:18][CH2:19][CH2:20][NH:21][C:22]([C@@H:24]([NH:32][C:33]([O:35]C(C)(C)C)=O)[CH2:25][C:26]2[CH:31]=[CH:30][CH:29]=[CH:28][CH:27]=2)=[O:23])[CH2:12][CH:13]([CH3:15])[CH3:14])(=[O:10])=[O:9])=[CH:4][CH:3]=1.[F:43][C:44]([F:55])([F:54])C(OC(=O)[C:44]([F:55])([F:54])[F:43])=O.C(O)(C(F)(F)F)=O. No catalyst specified. The product is [CH3:1][C:2]1[CH:7]=[CH:6][C:5]([S:8]([N:11]([C@H:16]([C:40]([OH:42])=[O:41])[CH2:17][CH2:18][CH2:19][CH2:20][NH:21][C:22]([C@@H:24]([NH:32][C:33]([C:44]([F:55])([F:54])[F:43])=[O:35])[CH2:25][C:26]2[CH:31]=[CH:30][CH:29]=[CH:28][CH:27]=2)=[O:23])[CH2:12][CH:13]([CH3:15])[CH3:14])(=[O:9])=[O:10])=[CH:4][CH:3]=1. The yield is 0.740. (4) The reactants are [CH3:1][O:2][C:3]1[CH:8]=[C:7]([O:9][CH3:10])[CH:6]=[CH:5][C:4]=1[C:11]1[CH:19]=[C:18]2[C:14]([CH2:15][C:16](=[O:20])[NH:17]2)=[CH:13][CH:12]=1.[N:21]1([CH2:26][CH2:27][NH:28][C:29]([C:31]2[C:35]([CH3:36])=[C:34]([CH:37]=O)[NH:33][C:32]=2[CH3:39])=[O:30])[CH2:25][CH2:24][CH2:23][CH2:22]1. No catalyst specified. The product is [N:21]1([CH2:26][CH2:27][NH:28][C:29]([C:31]2[C:35]([CH3:36])=[C:34]([CH:37]=[C:15]3[C:14]4[C:18](=[CH:19][C:11]([C:4]5[CH:5]=[CH:6][C:7]([O:9][CH3:10])=[CH:8][C:3]=5[O:2][CH3:1])=[CH:12][CH:13]=4)[NH:17][C:16]3=[O:20])[NH:33][C:32]=2[CH3:39])=[O:30])[CH2:25][CH2:24][CH2:23][CH2:22]1. The yield is 0.310. (5) The reactants are C(OC([N:8]1[CH2:12][C@H:11]([O:13][CH3:14])[CH2:10][C@@H:9]1[C:15](=[O:27])[NH:16][C:17]1[CH:22]=[CH:21][C:20]([C:23]([O:25][CH3:26])=[O:24])=[CH:19][CH:18]=1)=O)(C)(C)C.C(O)(C(F)(F)F)=O. The catalyst is C(Cl)Cl. The product is [CH3:26][O:25][C:23](=[O:24])[C:20]1[CH:19]=[CH:18][C:17]([NH:16][C:15]([C@H:9]2[CH2:10][C@@H:11]([O:13][CH3:14])[CH2:12][NH:8]2)=[O:27])=[CH:22][CH:21]=1. The yield is 1.00. (6) The reactants are [OH:1][CH2:2][C@@H:3]([NH:8][C:9](=[O:15])[O:10][C:11]([CH3:14])([CH3:13])[CH3:12])[CH2:4][CH:5]([CH3:7])[CH3:6].Cl[C:17]1[CH:18]=[CH:19][C:20]2[C:30]3[C:25](=[CH:26][N:27]=[CH:28][CH:29]=3)[CH:24]([C:31]([F:34])([F:33])[F:32])[O:23][C:21]=2[CH:22]=1. No catalyst specified. The product is [CH3:6][CH:5]([CH3:7])[CH2:4][C@H:3]([NH:8][C:9](=[O:15])[O:10][C:11]([CH3:13])([CH3:12])[CH3:14])[CH2:2][O:1][C:17]1[CH:18]=[CH:19][C:20]2[C:30]3[C:25](=[CH:26][N:27]=[CH:28][CH:29]=3)[CH:24]([C:31]([F:33])([F:34])[F:32])[O:23][C:21]=2[CH:22]=1. The yield is 0.490. (7) The yield is 0.970. The reactants are Br[C:2]([F:9])([F:8])[C:3]([O:5][CH2:6][CH3:7])=[O:4].[Cl:10][C:11]1[CH:16]=[CH:15][CH:14]=[C:13](I)[CH:12]=1. The catalyst is CS(C)=O.[NH4+].[Cl-].[Cu]. The product is [CH2:6]([O:5][C:3](=[O:4])[C:2]([C:13]1[CH:14]=[CH:15][CH:16]=[C:11]([Cl:10])[CH:12]=1)([F:9])[F:8])[CH3:7].